Dataset: Full USPTO retrosynthesis dataset with 1.9M reactions from patents (1976-2016). Task: Predict the reactants needed to synthesize the given product. (1) Given the product [Cl:1][C:2]1[CH:3]=[CH:4][C:5]([CH2:6][N:7]2[C:15]3[C:14](=[O:16])[N:13]([CH2:17][C:18]([N:41]4[CH2:42][CH2:43][N:38]([CH3:37])[CH2:39][CH2:40]4)=[O:20])[C:12](=[O:21])[N:11]([CH3:22])[C:10]=3[N:9]=[C:8]2[O:23][C:24]2[CH:29]=[CH:28][CH:27]=[C:26]([O:30][C:31]([F:33])([F:34])[F:32])[CH:25]=2)=[CH:35][CH:36]=1, predict the reactants needed to synthesize it. The reactants are: [Cl:1][C:2]1[CH:36]=[CH:35][C:5]([CH2:6][N:7]2[C:15]3[C:14](=[O:16])[N:13]([CH2:17][C:18]([OH:20])=O)[C:12](=[O:21])[N:11]([CH3:22])[C:10]=3[N:9]=[C:8]2[O:23][C:24]2[CH:29]=[CH:28][CH:27]=[C:26]([O:30][C:31]([F:34])([F:33])[F:32])[CH:25]=2)=[CH:4][CH:3]=1.[CH3:37][N:38]1[CH2:43][CH2:42][NH:41][CH2:40][CH2:39]1.F[P-](F)(F)(F)(F)F.N1(OC(N(C)C)=[N+](C)C)C2N=CC=CC=2N=N1. (2) Given the product [CH3:1][O:2][C:3]1[CH:4]=[CH:5][C:6]([C:12]([NH2:14])=[O:13])=[CH:7][C:8]=1[C:9]([NH:21][C:20]1[CH:22]=[CH:23][C:17]([C:16]([F:15])([F:24])[F:25])=[CH:18][CH:19]=1)=[O:11], predict the reactants needed to synthesize it. The reactants are: [CH3:1][O:2][C:3]1[C:8]([C:9]([OH:11])=O)=[CH:7][C:6]([C:12]([NH2:14])=[O:13])=[CH:5][CH:4]=1.[F:15][C:16]([F:25])([F:24])[C:17]1[CH:23]=[CH:22][C:20]([NH2:21])=[CH:19][CH:18]=1. (3) Given the product [CH2:2]([O:1][CH:7]=[CH:8][CH:9]=[CH:10][CH2:7][CH2:8][CH2:9][CH3:10])[CH:3]([CH2:5][OH:6])[OH:4], predict the reactants needed to synthesize it. The reactants are: [OH:1][CH2:2][CH:3]([CH2:5][OH:6])[OH:4].[CH2:7]=[CH:8][CH:9]=[CH2:10]. (4) Given the product [Br:25][CH:11]([C:8]1[CH:9]=[CH:10][C:5]([C:4]#[C:3][Si:2]([CH3:1])([CH3:16])[CH3:17])=[CH:6][CH:7]=1)[C:12]([O:14][CH3:15])=[O:13], predict the reactants needed to synthesize it. The reactants are: [CH3:1][Si:2]([CH3:17])([CH3:16])[C:3]#[C:4][C:5]1[CH:10]=[CH:9][C:8]([CH2:11][C:12]([O:14][CH3:15])=[O:13])=[CH:7][CH:6]=1.C1C(=O)N([Br:25])C(=O)C1.BrBr.[Br-].[Li+].CC([N-]C(C)C)C.B(OS(C(F)(F)F)(=O)=O)(CCCC)CCCC. (5) Given the product [CH3:18][CH:17]([C:14]1[CH:13]=[CH:12][C:11]([CH2:10][O:9][CH2:8][CH2:7][OH:6])=[CH:16][CH:15]=1)[CH2:19][CH2:20][CH2:21][CH2:22][CH2:23][CH2:24][CH2:25][CH2:26][CH2:27][CH2:28][CH2:29][CH3:30], predict the reactants needed to synthesize it. The reactants are: C([Si](C)(C)[O:6][CH2:7][CH2:8][O:9][CH2:10][C:11]1[CH:16]=[CH:15][C:14]([CH:17]([CH2:19][CH2:20][CH2:21][CH2:22][CH2:23][CH2:24][CH2:25][CH2:26][CH2:27][CH2:28][CH2:29][CH3:30])[CH3:18])=[CH:13][CH:12]=1)(C)(C)C.[F-].C([N+](CCCC)(CCCC)CCCC)CCC. (6) Given the product [Cl:27][C:2]1[C:7]([C:8]#[N:9])=[C:6]([C:10]2[CH:11]=[N:12][CH:13]=[C:14]([O:16][CH3:17])[CH:15]=2)[N:5]=[C:4]([CH3:18])[N:3]=1, predict the reactants needed to synthesize it. The reactants are: O[C:2]1[C:7]([C:8]#[N:9])=[C:6]([C:10]2[CH:11]=[N:12][CH:13]=[C:14]([O:16][CH3:17])[CH:15]=2)[N:5]=[C:4]([CH3:18])[N:3]=1.O1CCOCC1.O=P(Cl)(Cl)[Cl:27]. (7) The reactants are: Cl.[CH2:2]([N:6]([S:16]([C:19]1[CH:24]=[CH:23][C:22]([N+:25]([O-:27])=[O:26])=[CH:21][CH:20]=1)(=[O:18])=[O:17])[C@H:7]([C:13]([OH:15])=[O:14])[CH2:8][CH2:9][CH2:10][CH2:11][NH2:12])[CH:3]([CH3:5])[CH3:4].[S:28]1[CH:32]=[CH:31][CH:30]=[C:29]1[S:33]([NH:36][C@H:37]([C:45]([OH:47])=[O:46])[CH2:38][C:39]1[CH:44]=[CH:43][CH:42]=[CH:41][CH:40]=1)(=[O:35])=[O:34]. Given the product [CH3:4][CH:3]([CH2:2][N:6]([S:16]([C:19]1[CH:24]=[CH:23][C:22]([NH2:25])=[CH:21][CH:20]=1)(=[O:18])=[O:17])[C@H:7]([C:13]([OH:15])=[O:14])[CH2:8][CH2:9][CH2:10][CH2:11][NH:12][C:45]([C@@H:37]([NH:36][S:33]([C:29]1[S:28][CH:32]=[CH:31][CH:30]=1)(=[O:35])=[O:34])[CH2:38][C:39]1[CH:40]=[CH:41][CH:42]=[CH:43][CH:44]=1)=[O:46])[CH3:5].[CH3:5][CH:3]([CH2:2][N:6]([S:16]([C:19]1[CH:24]=[CH:23][C:22]([N+:25]([O-:27])=[O:26])=[CH:21][CH:20]=1)(=[O:18])=[O:17])[C@H:7]([C:13]([OH:15])=[O:14])[CH2:8][CH2:9][CH2:10][CH2:11][NH:12][C:45]([C@@H:37]([NH:36][S:33]([C:29]1[S:28][CH:32]=[CH:31][CH:30]=1)(=[O:34])=[O:35])[CH2:38][C:39]1[CH:40]=[CH:41][CH:42]=[CH:43][CH:44]=1)=[O:47])[CH3:4], predict the reactants needed to synthesize it. (8) Given the product [Cl:49][C:46]1[CH:45]=[CH:44][C:43]([N:39]2[C@@H:38]([C:50]3[CH:55]=[CH:54][CH:53]=[C:52]([C:56]([F:59])([F:58])[F:57])[CH:51]=3)[C@H:37]([CH2:36][N:33]3[CH:71]=[C:70]([C:66]4[CH:67]=[CH:68][CH:69]=[C:64]([F:63])[CH:65]=4)[N:35]=[N:34]3)[O:41][C:40]2=[O:42])=[CH:48][CH:47]=1, predict the reactants needed to synthesize it. The reactants are: C(OC[C@@H]1OC(=O)N(C2C=CC(Cl)=CC=2)[C@H]1C1C=CC=C(C(F)(F)F)C=1)C1C=CC=CC=1.[N:33]([CH2:36][C@@H:37]1[O:41][C:40](=[O:42])[N:39]([C:43]2[CH:48]=[CH:47][C:46]([Cl:49])=[CH:45][CH:44]=2)[C@H:38]1[C:50]1[CH:55]=[CH:54][CH:53]=[C:52]([C:56]([F:59])([F:58])[F:57])[CH:51]=1)=[N+:34]=[N-:35].[N-]=[N+]=[N-].[F:63][C:64]1[CH:65]=[C:66]([C:70]#[CH:71])[CH:67]=[CH:68][CH:69]=1.O=C1O[C@H]([C@H](CO)O)C([O-])=C1O.[Na+]. (9) The reactants are: [NH2:1][S:2]([N:5]([CH2:13][C@@H:14]1[CH2:18][C@@H:17]([N:19]2[C:23]3[N:24]=[CH:25][N:26]=[C:27]([NH:28][C@@H:29]4[C:37]5[C:32](=[CH:33][CH:34]=[CH:35][CH:36]=5)[CH2:31][CH2:30]4)[C:22]=3[CH:21]=[CH:20]2)[CH2:16][C@@H:15]1[OH:38])C(=O)OC(C)(C)C)(=[O:4])=[O:3].FC(F)(F)C(O)=O. Given the product [C@@H:29]1([NH:28][C:27]2[C:22]3[CH:21]=[CH:20][N:19]([C@@H:17]4[CH2:18][C@@H:14]([CH2:13][NH:5][S:2]([NH2:1])(=[O:4])=[O:3])[C@@H:15]([OH:38])[CH2:16]4)[C:23]=3[N:24]=[CH:25][N:26]=2)[C:37]2[C:32](=[CH:33][CH:34]=[CH:35][CH:36]=2)[CH2:31][CH2:30]1, predict the reactants needed to synthesize it. (10) Given the product [ClH:1].[Cl:1][C:2]1[CH:3]=[C:4]2[C:9]3=[C:10]([CH2:12][NH:13][CH2:14][CH2:15][N:8]3[CH2:7][CH:6]3[CH2:26][CH2:27][CH2:28][CH2:29][CH2:30][CH:5]23)[CH:11]=1, predict the reactants needed to synthesize it. The reactants are: [Cl:1][C:2]1[CH:3]=[C:4]2[C:9]3=[C:10]([CH2:12][N:13](C(OCC4C=CC=CC=4)=O)[CH2:14][CH2:15][N:8]3[CH2:7][CH:6]3[CH2:26][CH2:27][CH2:28][CH2:29][CH2:30][CH:5]23)[CH:11]=1.FC(F)(F)S(O)(=O)=O.C1(OC)C=CC=CC=1.[OH-].[Na+].